This data is from Reaction yield outcomes from USPTO patents with 853,638 reactions. The task is: Predict the reaction yield, written as a fraction of the theoretical maximum amount of product (1.0 means a 100% yield; for example, 0.34 means a 34% yield). (1) The reactants are [Cl:1][CH2:2][C:3]([CH:5]1[CH:10]=[CH:9][C:8]2[CH:11]=[C:12]([F:15])[CH:13]=[CH:14][C:7]=2[O:6]1)=[O:4].[BH4-].[Na+]. The product is [Cl:1][CH2:2][CH:3]([CH:5]1[CH:10]=[CH:9][C:8]2[CH:11]=[C:12]([F:15])[CH:13]=[CH:14][C:7]=2[O:6]1)[OH:4]. The catalyst is C(O)C.O.ClCCl. The yield is 0.700. (2) The reactants are [CH3:1][NH:2][CH:3]1[CH2:8][CH2:7][N:6]([C:9]2[C:18]3[C:13](=[CH:14][CH:15]=[CH:16][CH:17]=3)[C:12]([C:19]3[N:23]([CH3:24])[N:22]=[CH:21][CH:20]=3)=[N:11][N:10]=2)[CH2:5][CH2:4]1.[Cl:25][C:26]1[CH:34]=[CH:33][C:29]([C:30]([OH:32])=O)=[C:28]([S:35]([CH3:38])(=[O:37])=[O:36])[CH:27]=1.C(N(C(C)C)CC)(C)C.C1(P(C2C=CC=CC=2)(=O)OC2C(F)=C(F)C(F)=C(F)C=2F)C=CC=CC=1.Cl.C(OCC)C. The catalyst is CN(C=O)C.C(Cl)Cl.CS(C)=O. The product is [ClH:25].[Cl:25][C:26]1[CH:34]=[CH:33][C:29]([C:30]([N:2]([CH3:1])[CH:3]2[CH2:4][CH2:5][N:6]([C:9]3[C:18]4[C:13](=[CH:14][CH:15]=[CH:16][CH:17]=4)[C:12]([C:19]4[N:23]([CH3:24])[N:22]=[CH:21][CH:20]=4)=[N:11][N:10]=3)[CH2:7][CH2:8]2)=[O:32])=[C:28]([S:35]([CH3:38])(=[O:37])=[O:36])[CH:27]=1. The yield is 0.840. (3) The reactants are [C:1]([CH2:3][CH:4](OS(C)(=O)=O)[CH2:5][N:6]1[CH2:12][CH2:11][CH2:10][N:9]([C:13]([O:15][C:16]([CH3:19])([CH3:18])[CH3:17])=[O:14])[CH2:8][CH2:7]1)#[N:2].[NH:25]1[CH:29]=[C:28]([C:30]2[C:31]3[CH:38]=[CH:37][N:36]([CH2:39][O:40][CH2:41][CH2:42][Si:43]([CH3:46])([CH3:45])[CH3:44])[C:32]=3[N:33]=[CH:34][N:35]=2)[CH:27]=[N:26]1.C(=O)([O-])[O-].[K+].[K+]. The catalyst is CN(C=O)C.C(OCC)(=O)C. The product is [C:1]([CH2:3][CH:4]([N:25]1[CH:29]=[C:28]([C:30]2[C:31]3[CH:38]=[CH:37][N:36]([CH2:39][O:40][CH2:41][CH2:42][Si:43]([CH3:46])([CH3:45])[CH3:44])[C:32]=3[N:33]=[CH:34][N:35]=2)[CH:27]=[N:26]1)[CH2:5][N:6]1[CH2:12][CH2:11][CH2:10][N:9]([C:13]([O:15][C:16]([CH3:19])([CH3:18])[CH3:17])=[O:14])[CH2:8][CH2:7]1)#[N:2]. The yield is 1.00. (4) The yield is 0.810. No catalyst specified. The reactants are [Br:1][C:2]1[CH:7]=[CH:6][C:5]([CH2:8][CH2:9][OH:10])=[C:4]([CH3:11])[CH:3]=1.Br[C:13]1C=CC(C=C)=C(CC)C=1.B1C2CCCC1CCC2. The product is [Br:1][C:2]1[CH:7]=[CH:6][C:5]([CH2:8][CH2:9][OH:10])=[C:4]([CH2:11][CH3:13])[CH:3]=1. (5) The reactants are [NH:1]1[CH2:6][CH2:5][CH:4]([C:7]2[CH:15]=[CH:14][C:10]([C:11]([OH:13])=[O:12])=[CH:9][CH:8]=2)[CH2:3][CH2:2]1.[C:16](OC(=O)C)(=[O:18])[CH3:17]. The catalyst is N1C=CC=CC=1. The product is [C:16]([N:1]1[CH2:6][CH2:5][CH:4]([C:7]2[CH:15]=[CH:14][C:10]([C:11]([OH:13])=[O:12])=[CH:9][CH:8]=2)[CH2:3][CH2:2]1)(=[O:18])[CH3:17]. The yield is 0.490. (6) The product is [CH3:1][O:2][C:3]1[CH:11]=[C:10]2[C:6]([C:7]([CH2:13][NH:17][CH3:16])=[CH:8][N:9]2[CH3:12])=[CH:5][CH:4]=1. No catalyst specified. The yield is 0.870. The reactants are [CH3:1][O:2][C:3]1[CH:11]=[C:10]2[C:6]([C:7]([CH:13]=O)=[CH:8][N:9]2[CH3:12])=[CH:5][CH:4]=1.C[C:16]1[NH:17]C2C(C=1C=O)=CC=CC=2. (7) The reactants are [F:1][C:2]1[CH:3]=[CH:4][CH:5]=[C:6]2[C:11]=1[N:10]=[CH:9][CH:8]=[C:7]2[NH:12][C:13]([NH:15][C:16]1[CH:21]=[CH:20][CH:19]=[C:18](I)[N:17]=1)=[O:14].[O:23]1[CH2:28][CH:27]=[C:26](B2OC(C)(C)C(C)(C)O2)[CH2:25][CH2:24]1.C(=O)([O-])[O-].[Na+].[Na+]. The catalyst is CN(C=O)C.C1C=CC([P]([Pd]([P](C2C=CC=CC=2)(C2C=CC=CC=2)C2C=CC=CC=2)([P](C2C=CC=CC=2)(C2C=CC=CC=2)C2C=CC=CC=2)[P](C2C=CC=CC=2)(C2C=CC=CC=2)C2C=CC=CC=2)(C2C=CC=CC=2)C2C=CC=CC=2)=CC=1. The product is [O:23]1[CH2:24][CH:25]=[C:26]([C:18]2[N:17]=[C:16]([NH:15][C:13]([NH:12][C:7]3[C:6]4[C:11](=[C:2]([F:1])[CH:3]=[CH:4][CH:5]=4)[N:10]=[CH:9][CH:8]=3)=[O:14])[CH:21]=[CH:20][CH:19]=2)[CH2:27][CH2:28]1. The yield is 0.190.